This data is from Full USPTO retrosynthesis dataset with 1.9M reactions from patents (1976-2016). The task is: Predict the reactants needed to synthesize the given product. Given the product [Cl:8][C:6]1[N:5]=[CH:4][N:3]=[C:2]([N:13]([CH2:12][CH2:11][O:10][CH3:9])[CH3:14])[CH:7]=1, predict the reactants needed to synthesize it. The reactants are: Cl[C:2]1[CH:7]=[C:6]([Cl:8])[N:5]=[CH:4][N:3]=1.[CH3:9][O:10][CH2:11][CH2:12][NH:13][CH3:14].